Dataset: Reaction yield outcomes from USPTO patents with 853,638 reactions. Task: Predict the reaction yield, written as a fraction of the theoretical maximum amount of product (1.0 means a 100% yield; for example, 0.34 means a 34% yield). (1) The reactants are C[O:2][C:3](=[O:26])[C:4]1[CH:9]=[C:8]([O:10][CH3:11])[CH:7]=[C:6]([C:12]2[C:13](=N)[N:14]([CH2:23][CH3:24])[C:15]3[C:20]([CH:21]=2)=[CH:19][N:18]=[C:17]([Cl:22])[CH:16]=3)[CH:5]=1.C(OC(=O)C)(=[O:29])C. No catalyst specified. The product is [Cl:22][C:17]1[CH:16]=[C:15]2[C:20]([CH:21]=[C:12]([C:6]3[CH:5]=[C:4]([CH:9]=[C:8]([O:10][CH3:11])[CH:7]=3)[C:3]([OH:2])=[O:26])[C:13](=[O:29])[N:14]2[CH2:23][CH3:24])=[CH:19][N:18]=1. The yield is 0.870. (2) The reactants are CS(O)(=O)=O.C([O:13][C:14]1[C:19]([C:20]([F:23])([F:22])[F:21])=[C:18]([O:24]CC2C=CC=CC=2)[CH:17]=[CH:16][C:15]=1[C:32](=[O:37])[CH2:33][CH:34]([CH3:36])[CH3:35])C1C=CC=CC=1. The catalyst is CSC. The product is [OH:13][C:14]1[C:19]([C:20]([F:21])([F:22])[F:23])=[C:18]([OH:24])[CH:17]=[CH:16][C:15]=1[C:32](=[O:37])[CH2:33][CH:34]([CH3:35])[CH3:36]. The yield is 0.520. (3) The catalyst is O. The reactants are [O:1]1[C:5]2([CH2:9][CH2:8][NH:7][CH2:6]2)[O:4][CH2:3][CH2:2]1.[CH:10]12[O:16][CH:11]1[CH2:12][CH2:13][CH2:14][CH2:15]2. The yield is 0.790. The product is [O:1]1[C:5]2([CH2:9][CH2:8][N:7]([C@H:10]3[CH2:15][CH2:14][CH2:13][CH2:12][C@@H:11]3[OH:16])[CH2:6]2)[O:4][CH2:3][CH2:2]1.